This data is from Catalyst prediction with 721,799 reactions and 888 catalyst types from USPTO. The task is: Predict which catalyst facilitates the given reaction. (1) Reactant: [CH3:1][O:2][C:3]1[CH:8]=[CH:7][C:6]([N:9]([CH2:18][C:19]2[CH:24]=[CH:23][C:22]([CH3:25])=[CH:21][CH:20]=2)[CH2:10][C:11]2[CH:16]=[CH:15][C:14]([CH3:17])=[CH:13][CH:12]=2)=[CH:5][C:4]=1[NH2:26].[C:27]([N:35]=[C:36]=[S:37])(=[O:34])[C:28]1[CH:33]=[CH:32][CH:31]=[CH:30][CH:29]=1. Product: [C:27]([NH:35][C:36]([NH:26][C:4]1[CH:5]=[C:6]([N:9]([CH2:18][C:19]2[CH:20]=[CH:21][C:22]([CH3:25])=[CH:23][CH:24]=2)[CH2:10][C:11]2[CH:16]=[CH:15][C:14]([CH3:17])=[CH:13][CH:12]=2)[CH:7]=[CH:8][C:3]=1[O:2][CH3:1])=[S:37])(=[O:34])[C:28]1[CH:33]=[CH:32][CH:31]=[CH:30][CH:29]=1. The catalyst class is: 372. (2) Reactant: [C:1]([O:5][C:6](=[O:53])[CH2:7][CH:8]1[CH2:13][CH:12]([CH2:14][CH2:15][C:16]2[N:17]([CH:48](C)[CH3:49])[C:18]([C:34](=[O:47])[NH:35][CH2:36][C:37]3[CH:42]=[CH:41][CH:40]=[C:39]([CH2:43][N:44]=[N+:45]=[N-:46])[CH:38]=3)=[C:19]([C:28]3[CH:33]=[CH:32][CH:31]=[CH:30][CH:29]=3)[C:20]=2[C:21]2[CH:26]=[CH:25][C:24]([F:27])=[CH:23][CH:22]=2)[O:11]C(C)(C)[O:9]1)(C)([CH3:3])[CH3:2].Cl. Product: [CH:1]([O:5][C:6](=[O:53])[CH2:7][CH:8]([OH:9])[CH2:13][CH:12]([OH:11])[CH2:14][CH2:15][C:16]1[N:17]([CH2:48][CH3:49])[C:18]([C:34](=[O:47])[NH:35][CH2:36][C:37]2[CH:42]=[CH:41][CH:40]=[C:39]([CH2:43][N:44]=[N+:45]=[N-:46])[CH:38]=2)=[C:19]([C:28]2[CH:33]=[CH:32][CH:31]=[CH:30][CH:29]=2)[C:20]=1[C:21]1[CH:22]=[CH:23][C:24]([F:27])=[CH:25][CH:26]=1)([CH3:2])[CH3:3]. The catalyst class is: 5.